This data is from Catalyst prediction with 721,799 reactions and 888 catalyst types from USPTO. The task is: Predict which catalyst facilitates the given reaction. (1) Reactant: [N:1]([C@@H:4]1[CH2:9][CH2:8][C@H:7]([C:10]2[CH:15]=[CH:14][C:13]([C:16]3[N:21]=[C:20]4[N:22]([CH2:42][O:43][CH2:44][CH2:45][Si:46]([CH3:49])([CH3:48])[CH3:47])[C:23]([O:25][C@@H:26]5[CH2:30][O:29][C@@H:28]6[C@H:31]([O:34][Si:35]([C:38]([CH3:41])([CH3:40])[CH3:39])([CH3:37])[CH3:36])[CH2:32][O:33][C@H:27]56)=[N:24][C:19]4=[CH:18][C:17]=3[Cl:50])=[CH:12][CH:11]=2)[CH2:6][CH2:5]1)=[N+]=[N-].C1(P(C2C=CC=CC=2)C2C=CC=CC=2)C=CC=CC=1.O. Product: [Si:35]([O:34][C@H:31]1[C@H:28]2[O:29][CH2:30][C@@H:26]([O:25][C:23]3[N:22]([CH2:42][O:43][CH2:44][CH2:45][Si:46]([CH3:49])([CH3:48])[CH3:47])[C:20]4=[N:21][C:16]([C:13]5[CH:14]=[CH:15][C:10]([C@@H:7]6[CH2:8][CH2:9][C@H:4]([NH2:1])[CH2:5][CH2:6]6)=[CH:11][CH:12]=5)=[C:17]([Cl:50])[CH:18]=[C:19]4[N:24]=3)[C@H:27]2[O:33][CH2:32]1)([C:38]([CH3:40])([CH3:41])[CH3:39])([CH3:37])[CH3:36]. The catalyst class is: 7. (2) Reactant: Cl.[NH2:2][CH2:3][C:4]1[CH:12]=[CH:11][CH:10]=[C:9]2[C:5]=1[C:6](=[O:22])[N:7]([CH:14]1[CH2:19][CH2:18][C:17](=[O:20])[NH:16][C:15]1=[O:21])[C:8]2=[O:13].C(N(CC)CC)C.[O:30]1[C:34]([C:35](Cl)=[O:36])=[CH:33][CH:32]=[N:31]1. Product: [O:21]=[C:15]1[CH:14]([N:7]2[C:6](=[O:22])[C:5]3[C:9](=[CH:10][CH:11]=[CH:12][C:4]=3[CH2:3][NH:2][C:35]([C:34]3[O:30][N:31]=[CH:32][CH:33]=3)=[O:36])[C:8]2=[O:13])[CH2:19][CH2:18][C:17](=[O:20])[NH:16]1. The catalyst class is: 23. (3) Reactant: [NH2:1][CH2:2][CH2:3][CH:4]1[CH2:8][CH2:7][CH2:6][N:5]1[CH3:9].C1(C)C=CC=CC=1.C([O:19][C:20](=O)[CH2:21][CH2:22][CH2:23][CH2:24][CH2:25][CH2:26][CH3:27])C.[OH-].[Na+]. Product: [CH3:9][N:5]1[CH2:6][CH2:7][CH2:8][CH:4]1[CH2:3][CH2:2][NH:1][C:20](=[O:19])[CH2:21][CH2:22][CH2:23][CH2:24][CH2:25][CH2:26][CH3:27]. The catalyst class is: 84. (4) Reactant: [N+:1]([C:4]1[CH:5]=[C:6]([CH:10]=[CH:11][CH:12]=1)[C:7](Cl)=[O:8])([O-])=O.C(NC(C)C)(C)C.[N:20]1([CH2:26][CH2:27][NH2:28])[CH2:25][CH2:24][O:23][CH2:22][CH2:21]1. The catalyst class is: 429. Product: [NH2:1][C:4]1[CH:5]=[C:6]([CH:10]=[CH:11][CH:12]=1)[C:7]([NH:28][CH2:27][CH2:26][N:20]1[CH2:25][CH2:24][O:23][CH2:22][CH2:21]1)=[O:8]. (5) Reactant: [NH2:1][C:2]1[N:3]=[N:4][N:5]([CH3:7])[N:6]=1.N1C=CC=CC=1.[C:14]1([CH:20]([C:24]2[CH:29]=[CH:28][CH:27]=[CH:26][CH:25]=2)[C:21](Cl)=[O:22])[CH:19]=[CH:18][CH:17]=[CH:16][CH:15]=1.C([O-])(O)=O.[Na+]. Product: [CH3:7][N:5]1[N:4]=[N:3][C:2]([NH:1][C:21](=[O:22])[CH:20]([C:14]2[CH:19]=[CH:18][CH:17]=[CH:16][CH:15]=2)[C:24]2[CH:29]=[CH:28][CH:27]=[CH:26][CH:25]=2)=[N:6]1. The catalyst class is: 166. (6) Reactant: [F:1][C:2]1[CH:7]=[CH:6][C:5]([C@H:8]([NH:10][C:11]([NH:13][C:14]2[N:19]=[CH:18][C:17]3[CH:20]=[N:21][N:22](C(C4C=CC=CC=4)(C4C=CC=CC=4)C4C=CC=CC=4)[C:16]=3[CH:15]=2)=[O:12])[CH3:9])=[CH:4][CH:3]=1.C(O)(C(F)(F)F)=O.C([SiH](CC)CC)C. Product: [F:1][C:2]1[CH:7]=[CH:6][C:5]([C@H:8]([NH:10][C:11]([NH:13][C:14]2[N:19]=[CH:18][C:17]3[CH:20]=[N:21][NH:22][C:16]=3[CH:15]=2)=[O:12])[CH3:9])=[CH:4][CH:3]=1. The catalyst class is: 2. (7) Reactant: N[C:2]1[C:7]([C:8]#[N:9])=[C:6]([CH:10]2[CH2:15][CH2:14][CH2:13][CH2:12][O:11]2)[C:5]([C:16]#[N:17])=[C:4]([CH3:18])[N:3]=1.N(OCCC(C)C)=O.[ClH:27]. Product: [Cl:27][C:2]1[C:7]([C:8]#[N:9])=[C:6]([CH:10]2[CH2:15][CH2:14][CH2:13][CH2:12][O:11]2)[C:5]([C:16]#[N:17])=[C:4]([CH3:18])[N:3]=1. The catalyst class is: 879.